Predict the product of the given reaction. From a dataset of Forward reaction prediction with 1.9M reactions from USPTO patents (1976-2016). (1) Given the reactants [CH2:1]([N:5]([CH2:25][CH2:26][CH2:27][CH3:28])[C:6]([C:8]1[C:12]([Cl:13])=[C:11]([CH3:14])[N:10]([C:15]2[CH:20]=[CH:19][C:18]([O:21][CH3:22])=[CH:17][C:16]=2[C:23]#N)[N:9]=1)=[O:7])[CH2:2][CH2:3][CH3:4].[OH-:29].[K+].Cl.C[OH:33].C(Cl)Cl, predict the reaction product. The product is: [Cl:13][C:12]1[C:8]([C:6](=[O:7])[N:5]([CH2:1][CH2:2][CH2:3][CH3:4])[CH2:25][CH2:26][CH2:27][CH3:28])=[N:9][N:10]([C:15]2[CH:20]=[CH:19][C:18]([O:21][CH3:22])=[CH:17][C:16]=2[C:23]([OH:33])=[O:29])[C:11]=1[CH3:14]. (2) Given the reactants [NH2:1][C:2]1[CH:7]=[CH:6][CH:5]=[CH:4][C:3]=1[NH:8][C:9](=[O:28])[C:10]1[CH:15]=[CH:14][C:13]([CH2:16][N:17]2[CH2:25][C:24]3[C:19](=[CH:20][CH:21]=[CH:22][C:23]=3Br)[C:18]2=[O:27])=[CH:12][CH:11]=1.[C:29]([C:32]1[CH:33]=[C:34](B(O)O)[CH:35]=[CH:36][CH:37]=1)(=[O:31])[NH2:30], predict the reaction product. The product is: [NH2:1][C:2]1[CH:7]=[CH:6][CH:5]=[CH:4][C:3]=1[NH:8][C:9]([C:10]1[CH:15]=[CH:14][C:13]([CH2:16][N:17]2[CH2:25][C:24]3[C:19](=[CH:20][CH:21]=[CH:22][C:23]=3[C:36]3[CH:37]=[C:32]([CH:33]=[CH:34][CH:35]=3)[C:29]([NH2:30])=[O:31])[C:18]2=[O:27])=[CH:12][CH:11]=1)=[O:28]. (3) The product is: [C:1]([O:5][C:6]([N:8]1[CH2:13][CH2:12][C:11]2[C:14]([C:18]#[N:19])=[C:15]([NH:17][C:30](=[O:31])[CH2:29][CH2:28][C:23]3[CH:24]=[CH:25][CH:26]=[CH:27][C:22]=3[O:21][CH3:20])[S:16][C:10]=2[CH2:9]1)=[O:7])([CH3:4])([CH3:2])[CH3:3]. Given the reactants [C:1]([O:5][C:6]([N:8]1[CH2:13][CH2:12][C:11]2[C:14]([C:18]#[N:19])=[C:15]([NH2:17])[S:16][C:10]=2[CH2:9]1)=[O:7])([CH3:4])([CH3:3])[CH3:2].[CH3:20][O:21][C:22]1[CH:27]=[CH:26][CH:25]=[CH:24][C:23]=1[CH2:28][CH2:29][C:30](O)=[O:31], predict the reaction product. (4) The product is: [CH3:6][NH:7][C:8]([C:10]1[CH:19]=[CH:18][C:17]2[C:12](=[C:13]([C:21]3[S:22][C:23]([C:26]([NH2:27])=[O:29])=[CH:24][CH:25]=3)[CH:14]=[N:15][CH:16]=2)[N:11]=1)=[O:9]. Given the reactants O1C=CC=C1[CH2:6][NH:7][C:8]([C:10]1[CH:19]=[CH:18][C:17]2[C:12](=[C:13]([C:21]3[S:22][CH:23]=[CH:24][CH:25]=3)[CH:14]=[N:15][C:16]=2Cl)[N:11]=1)=[O:9].[CH3:26][NH2:27].C[OH:29], predict the reaction product. (5) Given the reactants [O:1]1[CH2:6][CH2:5][N:4]([C:7]2[CH:12]=[C:11]([C:13]3[C:26]4[S:25][C:24]5[C:19](=[CH:20][C:21]([NH:27][CH:28]6[CH2:33][CH2:32][NH:31][CH2:30][CH2:29]6)=[CH:22][CH:23]=5)[S:18][C:17]=4[CH:16]=[CH:15][CH:14]=3)[NH:10][C:9](=[O:34])[CH:8]=2)[CH2:3][CH2:2]1.C(=O)([O-])O.[Na+].CN(C)C=O.Br[CH2:46][CH2:47][C:48]1[CH:53]=[CH:52][C:51]([O:54][CH3:55])=[CH:50][CH:49]=1, predict the reaction product. The product is: [CH3:55][O:54][C:51]1[CH:52]=[CH:53][C:48]([CH2:47][CH2:46][N:31]2[CH2:30][CH2:29][CH:28]([NH:27][C:21]3[CH:20]=[C:19]4[C:24](=[CH:23][CH:22]=3)[S:25][C:26]3[C:13]([C:11]5[NH:10][C:9](=[O:34])[CH:8]=[C:7]([N:4]6[CH2:3][CH2:2][O:1][CH2:6][CH2:5]6)[CH:12]=5)=[CH:14][CH:15]=[CH:16][C:17]=3[S:18]4)[CH2:33][CH2:32]2)=[CH:49][CH:50]=1. (6) Given the reactants [C:1]1([C:7]2([CH2:13][NH2:14])[CH2:12][CH2:11][CH2:10][CH2:9][CH2:8]2)[CH:6]=[CH:5][CH:4]=[CH:3][CH:2]=1.C(N(CC)CC)C.[Cl:22][C:23]1[N:32]=[C:31](Cl)[C:30]2[C:25](=[CH:26][CH:27]=[CH:28][CH:29]=2)[N:24]=1, predict the reaction product. The product is: [Cl:22][C:23]1[N:32]=[C:31]([NH:14][CH2:13][C:7]2([C:1]3[CH:6]=[CH:5][CH:4]=[CH:3][CH:2]=3)[CH2:12][CH2:11][CH2:10][CH2:9][CH2:8]2)[C:30]2[C:25](=[CH:26][CH:27]=[CH:28][CH:29]=2)[N:24]=1.